From a dataset of Reaction yield outcomes from USPTO patents with 853,638 reactions. Predict the reaction yield, written as a fraction of the theoretical maximum amount of product (1.0 means a 100% yield; for example, 0.34 means a 34% yield). (1) The catalyst is CN(C=O)C. The reactants are [C:1]([O:9][C@@H:10]([CH2:14][CH2:15][NH:16][C:17]([O:19][CH2:20][C:21]1[CH:26]=[CH:25][CH:24]=[CH:23][CH:22]=1)=[O:18])[C:11]([OH:13])=[O:12])(=[O:8])[C:2]1[CH:7]=[CH:6][CH:5]=[CH:4][CH:3]=1.[F:27][C:28]1[C:33](O)=[C:32]([F:35])[C:31]([F:36])=[C:30]([F:37])[C:29]=1[F:38].C(Cl)CCl. The yield is 0.880. The product is [C:1]([O:9][C@@H:10]([CH2:14][CH2:15][NH:16][C:17]([O:19][CH2:20][C:21]1[CH:22]=[CH:23][CH:24]=[CH:25][CH:26]=1)=[O:18])[C:11](=[O:13])[O:12][C:33]1[C:32]([F:35])=[C:31]([F:36])[C:30]([F:37])=[C:29]([F:38])[C:28]=1[F:27])(=[O:8])[C:2]1[CH:7]=[CH:6][CH:5]=[CH:4][CH:3]=1. (2) The reactants are [NH2:1][C:2]1[CH:7]=[CH:6][C:5]([OH:8])=[CH:4][C:3]=1[N+:9]([O-:11])=[O:10].C[Si]([N-][Si](C)(C)C)(C)C.[K+].Cl[C:23]1[CH:28]=[CH:27][N:26]=[C:25]([C:29]([NH:31][CH3:32])=[O:30])[CH:24]=1.C(=O)([O-])[O-].[K+].[K+]. The catalyst is CN(C=O)C. The product is [NH2:1][C:2]1[CH:7]=[CH:6][C:5]([O:8][C:23]2[CH:28]=[CH:27][N:26]=[C:25]([C:29]([NH:31][CH3:32])=[O:30])[CH:24]=2)=[CH:4][C:3]=1[N+:9]([O-:11])=[O:10]. The yield is 0.720. (3) The reactants are [C:1](Cl)(=[O:3])[CH3:2].[CH:5]1([C:11]2[C:12]3[CH:13]=[CH:14][C:15]4[C:16](=[O:57])[NH:17][CH2:18][CH2:19][CH:20]=[CH:21][CH2:22][CH2:23][NH:24][C:25](=[O:56])[CH2:26][N:27]([C:54]=3[CH:55]=4)[C:28]=2[C:29]2[CH:34]=[CH:33][C:32]([O:35][CH2:36][C:37]3[CH:42]=[C:41]([NH2:43])[CH:40]=[CH:39][C:38]=3[N:44]3[CH2:49][CH2:48][N:47]([S:50]([CH3:53])(=[O:52])=[O:51])[CH2:46][CH2:45]3)=[CH:31][CH:30]=2)[CH2:10][CH2:9][CH2:8][CH2:7][CH2:6]1.CCN(C(C)C)C(C)C. The catalyst is C(Cl)(Cl)Cl. The product is [CH:5]1([C:11]2[C:12]3[CH:13]=[CH:14][C:15]4[C:16](=[O:57])[NH:17][CH2:18][CH2:19][CH:20]=[CH:21][CH2:22][CH2:23][NH:24][C:25](=[O:56])[CH2:26][N:27]([C:54]=3[CH:55]=4)[C:28]=2[C:29]2[CH:34]=[CH:33][C:32]([O:35][CH2:36][C:37]3[CH:42]=[C:41]([NH:43][C:1](=[O:3])[CH3:2])[CH:40]=[CH:39][C:38]=3[N:44]3[CH2:45][CH2:46][N:47]([S:50]([CH3:53])(=[O:51])=[O:52])[CH2:48][CH2:49]3)=[CH:31][CH:30]=2)[CH2:6][CH2:7][CH2:8][CH2:9][CH2:10]1. The yield is 0.617. (4) The reactants are [Br:1][C:2]1[CH:3]=[N:4][N:5]([CH3:16])[C:6]=1[C:7]1[CH:8]=[C:9]([C:13]([OH:15])=O)[S:10][C:11]=1[Cl:12].[NH2:17][C@@H:18]([CH2:31][C:32]1[CH:37]=[CH:36][C:35]([F:38])=[CH:34][CH:33]=1)[CH2:19][N:20]1[C:28](=[O:29])[C:27]2[C:22](=[CH:23][CH:24]=[CH:25][CH:26]=2)[C:21]1=[O:30].CC(OC(N[C@H](C(O)=O)CC1C=CC=CC=1C(F)(F)F)=O)(C)C.C1CN([P+](Br)(N2CCCC2)N2CCCC2)CC1.F[P-](F)(F)(F)(F)F.CCN(C(C)C)C(C)C. The catalyst is C(Cl)(Cl)Cl. The product is [Br:1][C:2]1[CH:3]=[N:4][N:5]([CH3:16])[C:6]=1[C:7]1[CH:8]=[C:9]([C:13]([NH:17][C@@H:18]([CH2:31][C:32]2[CH:33]=[CH:34][C:35]([F:38])=[CH:36][CH:37]=2)[CH2:19][N:20]2[C:28](=[O:29])[C:27]3[C:22](=[CH:23][CH:24]=[CH:25][CH:26]=3)[C:21]2=[O:30])=[O:15])[S:10][C:11]=1[Cl:12]. The yield is 0.310. (5) The reactants are S(C1C=CC(C)=CC=1)([O-])(=O)=O.[NH2:12][C@@H:13]([CH2:22][CH:23]([CH3:25])[CH3:24])[C:14]([O:16][CH2:17][C:18]([CH3:21])([CH3:20])[CH3:19])=[O:15].[P:26](Cl)(Cl)(=[O:38])[O:27][C:28]1[C:37]2[C:32](=[CH:33][CH:34]=[CH:35][CH:36]=2)[CH:31]=[CH:30][CH:29]=1.C(Cl)[Cl:42]. No catalyst specified. The product is [Cl:42][C:29]1[CH:30]=[CH:31][C:32]2[C:37](=[CH:36][CH:35]=[CH:34][CH:33]=2)[C:28]=1[O:27][P:26](=[N:12][C@@H:13]([CH2:22][CH:23]([CH3:25])[CH3:24])[C:14]([O:16][CH2:17][C:18]([CH3:19])([CH3:20])[CH3:21])=[O:15])=[O:38]. The yield is 0.770. (6) The reactants are [NH2:1][CH2:2][CH:3]([NH:14][C:15](=[O:21])[O:16][C:17]([CH3:20])([CH3:19])[CH3:18])[C:4]1[CH:9]=[CH:8][CH:7]=[C:6]([C:10]([F:13])([F:12])[F:11])[CH:5]=1.C(N(CC)C(C)C)(C)C.[C:31](Cl)(=[O:33])[CH3:32]. The catalyst is ClCCl.C(OCC)(=O)C. The product is [C:31]([NH:1][CH2:2][CH:3]([NH:14][C:15](=[O:21])[O:16][C:17]([CH3:18])([CH3:20])[CH3:19])[C:4]1[CH:9]=[CH:8][CH:7]=[C:6]([C:10]([F:13])([F:12])[F:11])[CH:5]=1)(=[O:33])[CH3:32]. The yield is 1.00. (7) The reactants are CN(C(ON1N=N[C:11]2[CH:12]=[CH:13][CH:14]=[N:15][C:10]1=2)=[N+](C)C)C.F[P-](F)(F)(F)(F)F.[NH2:25][C:26]1[C:30]([NH:31][C:32]([O:34][C:35]([CH3:38])([CH3:37])[CH3:36])=[O:33])=[CH:29][S:28][CH:27]=1.CN1C[CH2:44][O:43][CH2:42]C1.[OH2:46].CN([CH:50]=[O:51])C. The catalyst is C(OCC)(=O)C. The product is [C:35]([O:34][C:32]([NH:31][C:30]1[C:26]([NH:25][C:50]([C:10]2[CH:11]=[CH:12][C:13]([C:42]([O:43][CH3:44])=[O:46])=[CH:14][N:15]=2)=[O:51])=[CH:27][S:28][CH:29]=1)=[O:33])([CH3:38])([CH3:37])[CH3:36]. The yield is 0.670.